This data is from Peptide-MHC class II binding affinity with 134,281 pairs from IEDB. The task is: Regression. Given a peptide amino acid sequence and an MHC pseudo amino acid sequence, predict their binding affinity value. This is MHC class II binding data. (1) The MHC is HLA-DQA10201-DQB10202 with pseudo-sequence HLA-DQA10201-DQB10202. The peptide sequence is IHIGDSSKVTITDTT. The binding affinity (normalized) is 0.134. (2) The peptide sequence is FKVAATAAATAPADD. The MHC is HLA-DPA10201-DPB10501 with pseudo-sequence HLA-DPA10201-DPB10501. The binding affinity (normalized) is 0.0732.